From a dataset of Full USPTO retrosynthesis dataset with 1.9M reactions from patents (1976-2016). Predict the reactants needed to synthesize the given product. (1) The reactants are: [Cl:1][C:2]1[CH:19]=[CH:18][C:5]([C:6]([NH:8][C:9]2[CH:17]=[CH:16][C:12]([C:13]([OH:15])=[O:14])=[CH:11][CH:10]=2)=[O:7])=[CH:4][C:3]=1[NH:20][S:21]([C:24]1[CH:29]=[C:28]([Cl:30])[CH:27]=[C:26]([Cl:31])[CH:25]=1)(=[O:23])=[O:22].Cl[C:33]1C=C(S(Cl)(=O)=O)C=C(Cl)[CH:38]=1. Given the product [CH2:33]([O:14][C:13](=[O:15])[C:12]1[CH:11]=[CH:10][C:9]([NH:8][C:6](=[O:7])[C:5]2[CH:18]=[CH:19][C:2]([Cl:1])=[C:3]([NH:20][S:21]([C:24]3[CH:25]=[C:26]([Cl:31])[CH:27]=[C:28]([Cl:30])[CH:29]=3)(=[O:22])=[O:23])[CH:4]=2)=[CH:17][CH:16]=1)[CH3:38], predict the reactants needed to synthesize it. (2) Given the product [CH:14]([CH:27]1[C:32](=[O:33])[CH2:31][CH2:30][N:29]([CH2:5][C:4]2[CH:7]=[C:8]([Cl:10])[CH:9]=[C:2]([Cl:1])[C:3]=2[O:11][CH3:12])[CH2:28]1)([C:21]1[CH:26]=[CH:25][CH:24]=[CH:23][CH:22]=1)[C:15]1[CH:16]=[CH:17][CH:18]=[CH:19][CH:20]=1, predict the reactants needed to synthesize it. The reactants are: [Cl:1][C:2]1[C:3]([O:11][CH3:12])=[C:4]([CH:7]=[C:8]([Cl:10])[CH:9]=1)[CH2:5]O.Cl.[CH:14]([CH:27]1[C:32](=[O:33])[CH2:31][CH2:30][NH:29][CH2:28]1)([C:21]1[CH:26]=[CH:25][CH:24]=[CH:23][CH:22]=1)[C:15]1[CH:20]=[CH:19][CH:18]=[CH:17][CH:16]=1.C(N(C(C)C)CC)(C)C.C(=O)(O)[O-].[Na+]. (3) Given the product [CH3:1][C:2]1[CH:7]=[C:6]([CH3:8])[N:5]2[N:9]=[C:10]([S:12][CH2:13][C:14]([NH:25][C:22]3[CH:23]=[CH:24][C:19]([O:18][CH3:17])=[CH:20][CH:21]=3)=[O:16])[N:11]=[C:4]2[N:3]=1, predict the reactants needed to synthesize it. The reactants are: [CH3:1][C:2]1[CH:7]=[C:6]([CH3:8])[N:5]2[N:9]=[C:10]([S:12][CH2:13][C:14]([OH:16])=O)[N:11]=[C:4]2[N:3]=1.[CH3:17][O:18][C:19]1[CH:24]=[CH:23][C:22]([NH2:25])=[CH:21][CH:20]=1. (4) Given the product [NH2:16][CH:14]1[C:10]2([CH2:13][CH2:12][CH2:11]2)[CH2:9][N:8]([C:6]([C:3]2([C:1]#[N:2])[CH2:4][CH2:5]2)=[O:7])[CH2:15]1, predict the reactants needed to synthesize it. The reactants are: [C:1]([C:3]1([C:6]([N:8]2[CH2:15][CH:14]([NH:16]C(=O)OC(C)(C)C)[C:10]3([CH2:13][CH2:12][CH2:11]3)[CH2:9]2)=[O:7])[CH2:5][CH2:4]1)#[N:2].Cl. (5) Given the product [ClH:20].[CH2:13]([C@H:2]([NH:1][C:29](=[O:49])[CH3:30])[CH:3]([OH:4])[CH:5]1[C:6](=[O:12])[N:7]([CH3:11])[CH2:8][CH2:9][NH:10]1)[C:14]1[CH:19]=[CH:18][CH:17]=[CH:16][CH:15]=1, predict the reactants needed to synthesize it. The reactants are: [NH2:1][C@@H:2]([CH2:13][C:14]1[CH:19]=[CH:18][CH:17]=[CH:16][CH:15]=1)[CH:3]([CH:5]1[NH:10][CH2:9][CH2:8][N:7]([CH3:11])[C:6]1=[O:12])[OH:4].[ClH:20].CN(C)CCCN=C=N[CH2:29][CH3:30].C(N(CC)CC)C.CN(C1C=CC=CN=1)C.O.[OH:49]N1C2C=CC=CC=2N=N1. (6) Given the product [CH3:1][O:2][C:3](=[O:27])[CH2:4][O:5][C:6]1[CH:15]=[CH:14][C:13]([Cl:16])=[C:12]2[C:7]=1[C:8]([O:26][CH:35]([F:37])[F:36])=[C:9]([CH2:18][C:19]1[CH:20]=[CH:21][C:22]([Cl:25])=[CH:23][CH:24]=1)[C:10]([CH3:17])=[N:11]2, predict the reactants needed to synthesize it. The reactants are: [CH3:1][O:2][C:3](=[O:27])[CH2:4][O:5][C:6]1[CH:15]=[CH:14][C:13]([Cl:16])=[C:12]2[C:7]=1[C:8](=[O:26])[C:9]([CH2:18][C:19]1[CH:24]=[CH:23][C:22]([Cl:25])=[CH:21][CH:20]=1)=[C:10]([CH3:17])[NH:11]2.C(=O)([O-])[O-].[K+].[K+].Cl[CH:35]([F:37])[F:36].